This data is from Full USPTO retrosynthesis dataset with 1.9M reactions from patents (1976-2016). The task is: Predict the reactants needed to synthesize the given product. Given the product [CH2:1]([N:3]1[C:7]([CH:8]=[O:18])=[N:6][C:5]([N:12]2[CH2:16][CH2:15][CH2:14][CH2:13]2)=[N:4]1)[CH3:2], predict the reactants needed to synthesize it. The reactants are: [CH2:1]([N:3]1[C:7]([CH:8]=C(C)C)=[N:6][C:5]([N:12]2[CH2:16][CH2:15][CH2:14][CH2:13]2)=[N:4]1)[CH3:2].I([O-])(=O)(=O)=[O:18].[Na+].